From a dataset of Catalyst prediction with 721,799 reactions and 888 catalyst types from USPTO. Predict which catalyst facilitates the given reaction. Reactant: Cl[CH2:2][C:3]1[N:4]=[C:5](/[CH:10]=[CH:11]/[C:12]([O:14][CH2:15][CH3:16])=[O:13])[O:6][C:7]=1[CH2:8]C.[O:17]=[CH:18][C:19]1[CH:27]=[CH:26][C:24]([OH:25])=[C:21]([O:22][CH3:23])[CH:20]=1.C(=O)([O-])[O-].[K+].[K+].CN(C)C=O. Product: [CH:18]([C:19]1[CH:27]=[CH:26][C:24]([O:25][CH2:2][C:3]2[N:4]=[C:5](/[CH:10]=[CH:11]/[C:12]([O:14][CH2:15][CH3:16])=[O:13])[O:6][C:7]=2[CH3:8])=[C:21]([O:22][CH3:23])[CH:20]=1)=[O:17]. The catalyst class is: 6.